Dataset: Reaction yield outcomes from USPTO patents with 853,638 reactions. Task: Predict the reaction yield, written as a fraction of the theoretical maximum amount of product (1.0 means a 100% yield; for example, 0.34 means a 34% yield). (1) The reactants are [CH3:1][O:2][C:3]([C:5]1[C:13]([NH:14][C:15]2[CH:20]=[CH:19][C:18]([Br:21])=[CH:17][CH:16]=2)=[C:12]([F:22])[C:8]2[N:9]=[CH:10][NH:11][C:7]=2[CH:6]=1)=[O:4].[Cl:23]N1C(=O)CCC1=O. The catalyst is CN(C)C=O. The product is [CH3:1][O:2][C:3]([C:5]1[C:13]([NH:14][C:15]2[CH:20]=[CH:19][C:18]([Br:21])=[CH:17][C:16]=2[Cl:23])=[C:12]([F:22])[C:8]2[N:9]=[CH:10][NH:11][C:7]=2[CH:6]=1)=[O:4]. The yield is 0.870. (2) The reactants are [CH3:1][C:2]1([CH3:12])[O:6][CH2:5][CH:4]([C:7]([O:9][CH3:10])=[O:8])[C:3]1=O.C([O-])(=O)C.[NH4+:17]. The catalyst is CO. The product is [NH2:17][C:3]1[C:2]([CH3:12])([CH3:1])[O:6][CH2:5][C:4]=1[C:7]([O:9][CH3:10])=[O:8]. The yield is 0.650. (3) The reactants are [Na].[O:2]=[S:3]1(=[O:32])[C:9]2[CH:10]=[C:11]([O:15][CH2:16][C:17]([OH:19])=[O:18])[C:12](Br)=[CH:13][C:8]=2[N:7]([C:20]2[CH:25]=[CH:24][CH:23]=[CH:22][CH:21]=2)[CH2:6][C:5]([CH2:28][CH2:29][CH2:30][CH3:31])([CH2:26][CH3:27])[CH2:4]1. The catalyst is C(O)(C)C. The product is [O:2]=[S:3]1(=[O:32])[C:9]2[CH:10]=[C:11]([O:15][CH2:16][C:17]([OH:19])=[O:18])[C:12]([O:15][CH:11]([CH3:12])[CH3:10])=[CH:13][C:8]=2[N:7]([C:20]2[CH:25]=[CH:24][CH:23]=[CH:22][CH:21]=2)[CH2:6][C:5]([CH2:28][CH2:29][CH2:30][CH3:31])([CH2:26][CH3:27])[CH2:4]1. The yield is 0.410.